From a dataset of Full USPTO retrosynthesis dataset with 1.9M reactions from patents (1976-2016). Predict the reactants needed to synthesize the given product. (1) Given the product [CH2:1]([N:3]1[C:7]2=[N:8][CH:9]=[C:10]([C:19](=[NH:20])[NH:22][OH:23])[C:11]([NH:12][CH:13]3[CH2:14][CH2:15][O:16][CH2:17][CH2:18]3)=[C:6]2[CH:5]=[N:4]1)[CH3:2], predict the reactants needed to synthesize it. The reactants are: [CH2:1]([N:3]1[C:7]2=[N:8][CH:9]=[C:10]([C:19]#[N:20])[C:11]([NH:12][CH:13]3[CH2:18][CH2:17][O:16][CH2:15][CH2:14]3)=[C:6]2[CH:5]=[N:4]1)[CH3:2].Cl.[NH2:22][OH:23].C(=O)([O-])O.[Na+]. (2) Given the product [CH:24]1([C:22]([NH:21][NH:20][C:18]([C@@H:13]2[CH2:12][CH2:11][C@@H:10]3[CH2:17][N:14]2[C:15](=[O:16])[N:9]3[OH:8])=[O:19])=[O:23])[CH2:28][CH2:27][CH2:26][CH2:25]1, predict the reactants needed to synthesize it. The reactants are: C([O:8][N:9]1[C:15](=[O:16])[N:14]2[CH2:17][C@H:10]1[CH2:11][CH2:12][C@H:13]2[C:18]([NH:20][NH:21][C:22]([CH:24]1[CH2:28][CH2:27][CH2:26][CH2:25]1)=[O:23])=[O:19])C1C=CC=CC=1.[H][H]. (3) Given the product [Br:1][C:2]1[N:3]=[N:4][C:5]2[C:10]([C:11]=1[C:12]1[C:17]([O:18][CH3:19])=[CH:16][C:15]([C:20]3[CH:25]=[CH:24][CH:23]=[C:22]([F:26])[CH:21]=3)=[C:14]([Cl:27])[CH:13]=1)=[CH:9][CH:8]=[C:7]([S:28]([NH:48][C:45]1[CH:46]=[CH:47][O:43][N:44]=1)(=[O:29])=[O:30])[CH:6]=2, predict the reactants needed to synthesize it. The reactants are: [Br:1][C:2]1[N:3]=[N:4][C:5]2[C:10]([C:11]=1[C:12]1[C:17]([O:18][CH3:19])=[CH:16][C:15]([C:20]3[CH:25]=[CH:24][CH:23]=[C:22]([F:26])[CH:21]=3)=[C:14]([Cl:27])[CH:13]=1)=[CH:9][CH:8]=[C:7]([S:28](OC1C(F)=C(F)C(F)=C(F)C=1F)(=[O:30])=[O:29])[CH:6]=2.[O:43]1[CH:47]=[CH:46][C:45]([NH2:48])=[N:44]1.C1COCC1.C[Si]([N-][Si](C)(C)C)(C)C.[Li+].